Dataset: Full USPTO retrosynthesis dataset with 1.9M reactions from patents (1976-2016). Task: Predict the reactants needed to synthesize the given product. Given the product [Cl:33][C:14]1[CH:13]=[C:12]([C:20]2[CH:25]=[CH:24][CH:23]=[CH:22][CH:21]=2)[C:11]2[C:16](=[CH:17][CH:18]=[C:9]([CH:8]([C:5]3[CH:6]=[CH:7][C:2]([Cl:1])=[CH:3][CH:4]=3)[N:26]3[CH:30]=[CH:29][N:28]=[CH:27]3)[CH:10]=2)[N:15]=1, predict the reactants needed to synthesize it. The reactants are: [Cl:1][C:2]1[CH:7]=[CH:6][C:5]([CH:8]([N:26]2[CH:30]=[CH:29][N:28]=[CH:27]2)[C:9]2[CH:10]=[C:11]3[C:16](=[CH:17][CH:18]=2)[NH:15][C:14](=O)[CH:13]=[C:12]3[C:20]2[CH:25]=[CH:24][CH:23]=[CH:22][CH:21]=2)=[CH:4][CH:3]=1.P(Cl)(Cl)([Cl:33])=O.